Dataset: Forward reaction prediction with 1.9M reactions from USPTO patents (1976-2016). Task: Predict the product of the given reaction. (1) Given the reactants [C:1]([C:4]1[C:5](=[O:19])[NH:6][C:7](=[O:18])[N:8]([CH:17]=1)[C@@H]1O[C@H](CO)[C@@H](O)C1)#[C:2][CH3:3], predict the reaction product. The product is: [C:1]([C:4]1[C:5](=[O:19])[NH:6][C:7](=[O:18])[NH:8][CH:17]=1)#[C:2][CH3:3]. (2) Given the reactants [H-].[H-].[H-].[H-].[Li+].[Al+3].[F:7][C:8]1[CH:9]=[C:10]([NH:15][CH:16]=O)[CH:11]=[C:12]([F:14])[CH:13]=1, predict the reaction product. The product is: [F:7][C:8]1[CH:9]=[C:10]([CH:11]=[C:12]([F:14])[CH:13]=1)[NH:15][CH3:16]. (3) Given the reactants NC[C:3]1[CH:8]=[CH:7][CH:6]=[CH:5][N:4]=1.[CH2:9]([N:11](CC)CC)C.Cl.[N:17]1([CH2:23][CH2:24][C:25]2[N:29]3[CH:30]=[CH:31][CH:32]=[CH:33][C:28]3=[C:27]([C:34](Cl)=[O:35])[N:26]=2)[CH2:22][CH2:21][O:20][CH2:19][CH2:18]1, predict the reaction product. The product is: [N:4]1[CH:3]=[CH:8][CH:7]=[C:6]([CH2:9][NH:11][C:34]([C:27]2[N:26]=[C:25]([CH2:24][CH2:23][N:17]3[CH2:22][CH2:21][O:20][CH2:19][CH2:18]3)[N:29]3[CH:30]=[CH:31][CH:32]=[CH:33][C:28]=23)=[O:35])[CH:5]=1. (4) Given the reactants Br[CH2:2][C:3]1[CH:8]=[CH:7][C:6]([CH:9]([CH3:14])[C:10]([O:12]C)=[O:11])=[C:5]([F:15])[CH:4]=1.[S:16]1[CH:20]=[CH:19][CH:18]=[C:17]1B(O)O.C(=O)([O-])[O-].[Na+].[Na+], predict the reaction product. The product is: [F:15][C:5]1[CH:4]=[C:3]([CH2:2][C:17]2[S:16][CH:20]=[CH:19][CH:18]=2)[CH:8]=[CH:7][C:6]=1[CH:9]([CH3:14])[C:10]([OH:12])=[O:11].